From a dataset of Reaction yield outcomes from USPTO patents with 853,638 reactions. Predict the reaction yield, written as a fraction of the theoretical maximum amount of product (1.0 means a 100% yield; for example, 0.34 means a 34% yield). (1) The reactants are I[CH2:2][CH:3]1[O:7][CH:6]([C:8]2[N:12]([CH3:13])[N:11]=[CH:10][C:9]=2[N+:14]([O-:16])=[O:15])[CH2:5][CH2:4]1.[N-:17]=[N+:18]=[N-:19].[Na+]. The yield is 1.00. The product is [N:17]([CH2:2][CH:3]1[O:7][CH:6]([C:8]2[N:12]([CH3:13])[N:11]=[CH:10][C:9]=2[N+:14]([O-:16])=[O:15])[CH2:5][CH2:4]1)=[N+:18]=[N-:19]. The catalyst is CN(C=O)C.CCOC(C)=O. (2) The reactants are C(O[C:4](=[O:10])[NH:5][C:6](=[O:9])[CH2:7]Cl)C.[Br:11][C:12]1[CH:17]=[CH:16][C:15]([NH2:18])=[CH:14][C:13]=1[CH3:19].CN(C)C1C=CC=CC=1. No catalyst specified. The product is [Br:11][C:12]1[CH:17]=[CH:16][C:15]([N:18]2[CH2:7][C:6](=[O:9])[NH:5][C:4]2=[O:10])=[CH:14][C:13]=1[CH3:19]. The yield is 0.540. (3) The reactants are [SH:1][C:2]([CH3:8])([CH3:7])[CH2:3][C:4]([OH:6])=[O:5].FC(F)(F)C(O)=O.[CH3:16][O:17][C:18]1[CH:25]=[C:24]([O:26][CH3:27])[CH:23]=[C:22]([O:28][CH3:29])[C:19]=1[CH2:20]O. The catalyst is C(Cl)Cl. The product is [CH3:7][C:2]([S:1][CH2:20][C:19]1[C:22]([O:28][CH3:29])=[CH:23][C:24]([O:26][CH3:27])=[CH:25][C:18]=1[O:17][CH3:16])([CH3:8])[CH2:3][C:4]([OH:6])=[O:5]. The yield is 0.700. (4) The reactants are OS(O)(=O)=O.[F:6][C:7]1[CH:12]=[CH:11][C:10]([C:13]2[N:17](C3CCCCO3)[N:16]=[C:15]([C:24]([OH:26])=[O:25])[CH:14]=2)=[CH:9][CH:8]=1.[CH3:27][CH2:28]O. No catalyst specified. The product is [F:6][C:7]1[CH:8]=[CH:9][C:10]([C:13]2[NH:17][N:16]=[C:15]([C:24]([O:26][CH2:27][CH3:28])=[O:25])[CH:14]=2)=[CH:11][CH:12]=1. The yield is 0.930. (5) The reactants are [Li].ClC1C=CC=CC=1C.Br[C:11]1[CH:16]=[CH:15][C:14]([C:17]2[O:18][CH:19]=[N:20][N:21]=2)=[CH:13][CH:12]=1.C([Li])CCCCC.C[O:30][B:31](OC)[O:32]C. The catalyst is O1CCCC1.CC(C)CC(=O)C.CO. The product is [O:18]1[CH:19]=[N:20][N:21]=[C:17]1[C:14]1[CH:15]=[CH:16][C:11]([B:31]([OH:32])[OH:30])=[CH:12][CH:13]=1. The yield is 0.755. (6) The reactants are [Br:1][C:2]1[C:10]([F:11])=[CH:9][C:5]([C:6]([OH:8])=[O:7])=[C:4]([Cl:12])[CH:3]=1.O=S(Cl)Cl.[CH3:17]O. No catalyst specified. The product is [Br:1][C:2]1[C:10]([F:11])=[CH:9][C:5]([C:6]([O:8][CH3:17])=[O:7])=[C:4]([Cl:12])[CH:3]=1. The yield is 0.990. (7) The reactants are [Cl:1][C:2]1[N:7]=[C:6]([NH:8][CH3:9])[C:5]([N+:10]([O-])=O)=[CH:4][CH:3]=1.[NH4+].[Cl-].CC(=O)OCC. The catalyst is CO.O.[Fe]. The product is [Cl:1][C:2]1[N:7]=[C:6]([NH:8][CH3:9])[C:5]([NH2:10])=[CH:4][CH:3]=1. The yield is 0.597.